Dataset: Forward reaction prediction with 1.9M reactions from USPTO patents (1976-2016). Task: Predict the product of the given reaction. (1) Given the reactants [CH:1]1([CH2:4][NH2:5])[CH2:3][CH2:2]1.C(=O)([O-])[O-].[K+].[K+].[Cl:12][C:13]1[CH:22]=[C:21](F)[CH:20]=[CH:19][C:14]=1[C:15]([O:17][CH3:18])=[O:16], predict the reaction product. The product is: [Cl:12][C:13]1[CH:22]=[C:21]([NH:5][CH2:4][CH:1]2[CH2:3][CH2:2]2)[CH:20]=[CH:19][C:14]=1[C:15]([O:17][CH3:18])=[O:16]. (2) Given the reactants [CH3:1][S:2]([C:5]1[CH:10]=[CH:9][C:8]([C:11]2[C:12]([O:22][C:23]3[CH:28]=[CH:27][C:26]([O:29][CH2:30][CH2:31][N:32]4[CH2:37][CH2:36][CH2:35][CH2:34][CH2:33]4)=[CH:25][CH:24]=3)=[C:13]3[C:18](=[CH:19][CH:20]=2)[CH:17]=[C:16]([OH:21])[CH:15]=[CH:14]3)=[CH:7][CH:6]=1)(=[O:4])=[O:3].C(N(CC)CC)C.[CH3:45][N:46]=[C:47]=[O:48].C(=O)(O)[O-].[Na+], predict the reaction product. The product is: [CH3:1][S:2]([C:5]1[CH:6]=[CH:7][C:8]([C:11]2[C:12]([O:22][C:23]3[CH:28]=[CH:27][C:26]([O:29][CH2:30][CH2:31][N:32]4[CH2:37][CH2:36][CH2:35][CH2:34][CH2:33]4)=[CH:25][CH:24]=3)=[C:13]3[C:18](=[CH:19][CH:20]=2)[CH:17]=[C:16]([O:21][C:47](=[O:48])[NH:46][CH3:45])[CH:15]=[CH:14]3)=[CH:9][CH:10]=1)(=[O:4])=[O:3]. (3) Given the reactants [CH2:1]([C:3]1[N:8]=[C:7]([C:9]([NH2:11])=[O:10])[C:6]([NH:12][C:13]2[CH:18]=[CH:17][C:16]([N:19]3[CH2:24][CH2:23][CH:22]([N:25]4[CH2:30][CH2:29][N:28]([CH3:31])[CH2:27][CH2:26]4)[CH2:21][CH2:20]3)=[C:15]([CH3:32])[CH:14]=2)=[N:5][C:4]=1[C:33]1[CH2:34][CH2:35][NH:36][CH2:37][CH:38]=1)[CH3:2].C(O)C, predict the reaction product. The product is: [CH2:1]([C:3]1[N:8]=[C:7]([C:9]([NH2:11])=[O:10])[C:6]([NH:12][C:13]2[CH:18]=[CH:17][C:16]([N:19]3[CH2:20][CH2:21][CH:22]([N:25]4[CH2:26][CH2:27][N:28]([CH3:31])[CH2:29][CH2:30]4)[CH2:23][CH2:24]3)=[C:15]([CH3:32])[CH:14]=2)=[N:5][C:4]=1[CH:33]1[CH2:38][CH2:37][NH:36][CH2:35][CH2:34]1)[CH3:2]. (4) Given the reactants [CH:1]1([N:5]2[CH2:10][CH2:9][N:8]([C:11]3[N:12]=[CH:13][C:14]4[CH2:20][CH2:19][NH:18][CH2:17][CH2:16][C:15]=4[N:21]=3)[CH2:7][CH2:6]2)[CH2:4][CH2:3][CH2:2]1.Br[C:23]1[CH:28]=[CH:27][C:26]([C:29](=[O:31])[CH3:30])=[CH:25][CH:24]=1.C([O-])([O-])=O.[Cs+].[Cs+].C1C=CC(P(C2C(C3C(P(C4C=CC=CC=4)C4C=CC=CC=4)=CC=C4C=3C=CC=C4)=C3C(C=CC=C3)=CC=2)C2C=CC=CC=2)=CC=1, predict the reaction product. The product is: [CH:1]1([N:5]2[CH2:6][CH2:7][N:8]([C:11]3[N:12]=[CH:13][C:14]4[CH2:20][CH2:19][N:18]([C:23]5[CH:28]=[CH:27][C:26]([C:29](=[O:31])[CH3:30])=[CH:25][CH:24]=5)[CH2:17][CH2:16][C:15]=4[N:21]=3)[CH2:9][CH2:10]2)[CH2:4][CH2:3][CH2:2]1.